Dataset: Merck oncology drug combination screen with 23,052 pairs across 39 cell lines. Task: Regression. Given two drug SMILES strings and cell line genomic features, predict the synergy score measuring deviation from expected non-interaction effect. Drug 1: CC(C)CC(NC(=O)C(Cc1ccccc1)NC(=O)c1cnccn1)B(O)O. Drug 2: CCC1(O)C(=O)OCc2c1cc1n(c2=O)Cc2cc3c(CN(C)C)c(O)ccc3nc2-1. Cell line: SKMES1. Synergy scores: synergy=-28.9.